From a dataset of Experimentally validated miRNA-target interactions with 360,000+ pairs, plus equal number of negative samples. Binary Classification. Given a miRNA mature sequence and a target amino acid sequence, predict their likelihood of interaction. (1) The miRNA is mmu-miR-883b-5p with sequence UACUGAGAAUGGGUAGCAGUCA. Result: 0 (no interaction). The protein sequence of the target gene is MELTPGAQQQGINYQELTSGWQDVKSMMLVPEPTRKFPSGPLLTSVRFSNLSPESQQQDVKSLEFTVEPKLQSVKHVKLSSVSLQQTIKSVELAPGSLPQRVKYGEQTPRTNYQIMESSELIPRPGHQFAKYAEMIPQPKYQIPKSANLISIPIYHATESSEMAQGLAYKGIDTVEKSVGLTPKLTGRAKESLGMLLQPDLQVPKFVDLTPMVRDQGSKFLGLTPEKSYQILETMELLSQSRPRVKDVGELYMKPLQQTVEYEGITPELKHYFTEAMGLTAEARIQANEFFGMTPKPTSQ.... (2) The miRNA is mmu-miR-18a-5p with sequence UAAGGUGCAUCUAGUGCAGAUAG. The protein sequence of the target gene is MQSESGIVADFEVGEEFHEEPKTYYELKSQPLKSSSSAEHSGASKPPLSSSTMTSRILLRQQLMREQMQEQERREQQQKLQAAQFMQQRVAVSQTPAINVSVPTTLPSATQVPMEVLKVQTHLENPTKYHIQQAQRHQVKQYLSTTLANKHAGQVLSPPCPNQPGDHAMPPVPGSSAPNSPMAMLTLNSNCEKEAFYKFEEQSRAESECPGMNTHSRASCMQMDDVIDDIISLESSYNEEILGLMDPALQMANTLPVSGNLIDLYSNQGLPPPGLTISNSCPANLPNIKRELTACIFPTE.... Result: 0 (no interaction). (3) The miRNA is hsa-miR-626 with sequence AGCUGUCUGAAAAUGUCUU. The protein sequence of the target gene is MTSELDIFVGNTTLIDEDVYRLWLDGYSVTDAVALRVRSGILEQTGATAAVLQSDTMDHYRTFHMLERLLHAPPKLLHQLIFQIPPSRQALLIERYYAFDEAFVREVLGKKLSKGTKKDLDDISTKTGITLKSCRRQFDNFKRVFKVVEEMRGSLVDNIQQHFLLSDRLARDYAAIVFFANNRFETGKKKLQYLSFGDFAFCAELMIQNWTLGAVGEAPTDPDSQMDDMDMDLDKEFLQDLKELKVLVADKDLLDLHKSLVCTALRGKLGVFSEMEANFKNLSRGLVNVAAKLTHNKDVR.... Result: 0 (no interaction). (4) The miRNA is hsa-miR-30e-5p with sequence UGUAAACAUCCUUGACUGGAAG. The protein sequence of the target gene is MSAAQGWDRNRRRGGGAAGAGGGGSGAGGGSGGSGGRGTGQLNRFVQLSGRPHLPGKKKIRWDPVRRRFIQSCPIIRIPNRFLRGHRPPPARSGHRCVADNTNLYVFGGYNPDYDESGGPDNEDYPLFRELWRYHFATGVWHQMGTDGYMPRELASMSLVLHGNNLLVFGGTGIPFGESNGNDVHVCNVKYKRWALLSCRGKKPSRIYGQAMAIINGSLYVFGGTTGYIYSTDLHKLDLNTREWTQLKPNNLSCDLPEERYRHEIAHDGQRIYILGGGTSWTAYSLNKIHAYNLETNAWE.... Result: 1 (interaction). (5) The miRNA is hsa-miR-4503 with sequence UUUAAGCAGGAAAUAGAAUUUA. The protein sequence of the target gene is MVVMAPRTLFLLLSGALTLTETWAGSHSMRYFSAAVSRPGRGEPRFIAMGYVDDTQFVRFDSDSACPRMEPRAPWVEQEGPEYWEEETRNTKAHAQTDRMNLQTLRGYYNQSEASSHTLQWMIGCDLGSDGRLLRGYEQYAYDGKDYLALNEDLRSWTAADTAAQISKRKCEAANVAEQRRAYLEGTCVEWLHRYLENGKEMLQRADPPKTHVTHHPVFDYEATLRCWALGFYPAEIILTWQRDGEDQTQDVELVETRPAGDGTFQKWAAVVVPSGEEQRYTCHVQHEGLPEPLMLRWKQ.... Result: 0 (no interaction). (6) The miRNA is hsa-miR-3927-3p with sequence CAGGUAGAUAUUUGAUAGGCAU. The protein sequence of the target gene is MVSGPLALRWCPWAGHRDMGPDMELPSHSKQLLLQLNQQRAKGFLCDVIIMVENSIFRAHKNVLAASSIYFKSLVLHDNLINLDTDMVSSTVFQQILDFIYTGKLLPSDQPSEPNFSTLLTAASYLQLPELAALCRRKLKRAGKPFGPGRVGTAGIGRPTRSQRLSTASVIQARFPGLVDVRKGHPAPQELPQAKGSDDELFLGTSTQESTHGLGLGGPAGGEMGLGGCSTSTNGSSGGCEQELGLDLSKKSPPLPPTTPGPHLTPEDPAQLSDSQRESPAPTSTSALPVGNSASFVELG.... Result: 0 (no interaction). (7) The miRNA is cel-miR-1818 with sequence UGUGGUCUUCAUGCCAUGAUUUU. The protein sequence of the target gene is MHNLLSRANALLAFTLWVMAAVTAACFLSTVFLDYTVPTKLTVNDVKVRNVVDYATDEQQADLATLNFNLKVDFSKIFNWNVKQLFVYLVAEYKSKVNEVNQVVLWDRIVERADRVVMDEIGVKSKYYFLDDGTNLLNHKNVTFVLRYNVIPNSGYLRLVQSSDQVVVPFPTTYTTTRRS. Result: 1 (interaction). (8) The miRNA is hsa-miR-1908-3p with sequence CCGGCCGCCGGCUCCGCCCCG. The protein sequence of the target gene is METVISSDSSPAVENEHPQETPESNNSVYTSFMKSHRCYDLIPTSSKLVVFDTSLQVKKAFFALVTNGVRAAPLWDSKKQSFVGMLTITDFINILHRYYKSALVQIYELEEHKIETWREVYLQDSFKPLVCISPNASLFDAVSSLIRNKIHRLPVIDPESGNTLYILTHKRILKFLKLFITEFPKPEFMSKSLEELQIGTYANIAMVRTTTPVYVALGIFVQHRVSALPVVDEKGRVVDIYSKFDVINLAAEKTYNNLDVSVTKALQHRSHYFEGVLKCYLHETLETIINRLVEAEVHRL.... Result: 0 (no interaction).